Task: Predict the product of the given reaction.. Dataset: Forward reaction prediction with 1.9M reactions from USPTO patents (1976-2016) Given the reactants [CH2:1]([O:5][C:6]1[CH:11]=[C:10](Cl)[N:9]=[CH:8][N:7]=1)[C:2]#[C:3][CH3:4].C(=O)([O-])[O-].[K+].[K+].Cl.[CH3:20][C:21]1([CH3:29])[CH2:26][C:25]([CH3:28])([CH3:27])[CH2:24][NH:23][CH2:22]1.[Cl-].[NH4+], predict the reaction product. The product is: [CH2:1]([O:5][C:6]1[CH:11]=[C:10]([N:23]2[CH2:24][C:25]([CH3:28])([CH3:27])[CH2:26][C:21]([CH3:29])([CH3:20])[CH2:22]2)[N:9]=[CH:8][N:7]=1)[C:2]#[C:3][CH3:4].